From a dataset of Reaction yield outcomes from USPTO patents with 853,638 reactions. Predict the reaction yield, written as a fraction of the theoretical maximum amount of product (1.0 means a 100% yield; for example, 0.34 means a 34% yield). (1) The reactants are COC(=O)NC1([C:14]([N:16]2[CH2:20][CH2:19][CH2:18][CH:17]2[C:21]2[NH:22][C:23]([C:26]3[CH:31]=[CH:30][C:29]([C:32]4[CH:41]=[CH:40][C:39]5[C:34](=[CH:35][CH:36]=[C:37]([C:42]6[NH:43][C:44]([CH:47]7[CH2:51][CH2:50][CH2:49][N:48]7[C:52](=[O:62])[CH:53]([NH:57][C:58]([O:60][CH3:61])=[O:59])[CH:54]([CH3:56])[CH3:55])=[N:45][CH:46]=6)[CH:38]=5)[CH:33]=4)=[CH:28][CH:27]=3)=[CH:24][N:25]=2)=[O:15])CC2C(=CC=CC=2)C1.N[C:65]1(C(O)=O)[CH2:73][C:72]2[C:67](=[CH:68][CH:69]=[CH:70][CH:71]=2)[CH2:66]1. No catalyst specified. The product is [CH3:61][O:60][C:58](=[O:59])[NH:57][C:73]1([C:14]([N:16]2[CH2:20][CH2:19][CH2:18][CH:17]2[C:21]2[NH:22][C:23]([C:26]3[CH:31]=[CH:30][C:29]([C:32]4[CH:41]=[CH:40][C:39]5[C:34](=[CH:35][CH:36]=[C:37]([C:42]6[NH:43][C:44]([CH:47]7[CH2:51][CH2:50][CH2:49][N:48]7[C:52](=[O:62])[CH:53]([NH:57][C:58]([O:60][CH3:61])=[O:59])[CH:54]([CH3:56])[CH3:55])=[N:45][CH:46]=6)[CH:38]=5)[CH:33]=4)=[CH:28][CH:27]=3)=[CH:24][N:25]=2)=[O:15])[C:72]2[C:67](=[CH:68][CH:69]=[CH:70][CH:71]=2)[CH2:66][CH2:65]1. The yield is 0.380. (2) The reactants are Cl[C:2]1[N:3]=[N:4][C:5]([C:14]2[CH:19]=[CH:18][CH:17]=[CH:16][CH:15]=2)=[CH:6][C:7]=1[C:8]1[CH:13]=[CH:12][CH:11]=[CH:10][CH:9]=1.[N:20]1[CH:25]=[CH:24][CH:23]=[N:22][C:21]=1[N:26]1[CH2:31][CH2:30][NH:29][CH2:28][CH2:27]1. No catalyst specified. The product is [C:8]1([C:7]2[CH:6]=[C:5]([C:14]3[CH:19]=[CH:18][CH:17]=[CH:16][CH:15]=3)[N:4]=[N:3][C:2]=2[N:29]2[CH2:30][CH2:31][N:26]([C:21]3[N:20]=[CH:25][CH:24]=[CH:23][N:22]=3)[CH2:27][CH2:28]2)[CH:13]=[CH:12][CH:11]=[CH:10][CH:9]=1. The yield is 0.811. (3) The yield is 0.674. The catalyst is C(O)C. The product is [C:26]([N:13]1[C:14]2[C:19](=[CH:18][C:17]([N:20]3[CH2:21][CH2:22][O:23][CH2:24][CH2:25]3)=[CH:16][CH:15]=2)[C@@H:10]([OH:9])[CH2:11][C@@H:12]1[CH3:29])(=[O:28])[CH3:27]. The reactants are C([O:9][C@@H:10]1[C:19]2[C:14](=[CH:15][CH:16]=[C:17]([N:20]3[CH2:25][CH2:24][O:23][CH2:22][CH2:21]3)[CH:18]=2)[N:13]([C:26](=[O:28])[CH3:27])[C@@H:12]([CH3:29])[CH2:11]1)(=O)C1C=CC=CC=1.[O-]CC.[Na+].